From a dataset of Catalyst prediction with 721,799 reactions and 888 catalyst types from USPTO. Predict which catalyst facilitates the given reaction. (1) Reactant: [NH2:1][C:2]1[CH:7]=[CH:6][C:5]([F:8])=[CH:4][N:3]=1.[Br:9][CH2:10][C:11]([O:13][CH2:14][CH3:15])=[O:12]. Product: [BrH:9].[F:8][C:5]1[CH:6]=[CH:7][C:2](=[NH:1])[N:3]([CH2:10][C:11]([O:13][CH2:14][CH3:15])=[O:12])[CH:4]=1. The catalyst class is: 28. (2) Reactant: [C:1]([O:5][C:6](=[O:23])[C:7]1[CH:12]=[CH:11][C:10]([N:13]2[CH2:18][CH2:17][N:16]([CH3:19])[CH2:15][CH2:14]2)=[CH:9][C:8]=1[N+:20]([O-])=O)([CH3:4])([CH3:3])[CH3:2]. Product: [C:1]([O:5][C:6](=[O:23])[C:7]1[CH:12]=[CH:11][C:10]([N:13]2[CH2:18][CH2:17][N:16]([CH3:19])[CH2:15][CH2:14]2)=[CH:9][C:8]=1[NH2:20])([CH3:4])([CH3:2])[CH3:3]. The catalyst class is: 63.